Dataset: Full USPTO retrosynthesis dataset with 1.9M reactions from patents (1976-2016). Task: Predict the reactants needed to synthesize the given product. (1) Given the product [Si:1]([O:8][C@H:9]1[CH2:18][C:17]([CH3:19])([CH3:20])[CH2:16][C:15]2[N:14]=[C:13]([CH:21]([CH3:22])[CH3:23])[C:12]([C@H:24]([C:28]3[CH:29]=[C:30]([F:39])[C:31]([Si:35]([CH3:37])([CH3:36])[CH3:38])=[C:32]([F:34])[CH:33]=3)[OH:25])=[C:11]([I:26])[C:10]1=2)([C:4]([CH3:5])([CH3:6])[CH3:7])([CH3:3])[CH3:2], predict the reactants needed to synthesize it. The reactants are: [Si:1]([O:8][C@H:9]1[CH2:18][C:17]([CH3:20])([CH3:19])[CH2:16][C:15]2[N:14]=[C:13]([CH:21]([CH3:23])[CH3:22])[C:12]([CH:24]=[O:25])=[C:11]([I:26])[C:10]1=2)([C:4]([CH3:7])([CH3:6])[CH3:5])([CH3:3])[CH3:2].Br[C:28]1[CH:33]=[C:32]([F:34])[C:31]([Si:35]([CH3:38])([CH3:37])[CH3:36])=[C:30]([F:39])[CH:29]=1.C([Mg]Cl)(C)C.[Cl-].[Li+].BrBr.[Mg]. (2) Given the product [CH3:33][O:32][C:8]1[C:7]([C:6]2[C:2]([CH3:1])=[N:3][O:4][C:5]=2[CH3:34])=[CH:16][C:15]2[N:14]=[CH:13][C:12]3[N:17]=[C:18]([CH:20]4[CH2:25][CH2:24][O:23][CH2:22][CH2:21]4)[N:26]([CH:27]([CH3:31])[CH2:28][O:29][CH3:30])[C:11]=3[C:10]=2[CH:9]=1, predict the reactants needed to synthesize it. The reactants are: [CH3:1][C:2]1[C:6]([C:7]2[CH:16]=[C:15]3[C:10]([C:11]([NH:26][CH:27]([CH3:31])[CH2:28][O:29][CH3:30])=[C:12]([NH:17][C:18]([CH:20]4[CH2:25][CH2:24][O:23][CH2:22][CH2:21]4)=O)[CH:13]=[N:14]3)=[CH:9][C:8]=2[O:32][CH3:33])=[C:5]([CH3:34])[O:4][N:3]=1.C1(C)C=CC(S(O)(=O)=O)=CC=1.O.C(=O)([O-])O.[Na+].